This data is from Forward reaction prediction with 1.9M reactions from USPTO patents (1976-2016). The task is: Predict the product of the given reaction. (1) Given the reactants C[N:2](C)[CH:3]=[CH:4][C:5]([C:7]1[C:12](=[O:13])[CH:11]=[CH:10][N:9]([C:14]2[CH:19]=[CH:18][C:17]([CH3:20])=[CH:16][CH:15]=2)[N:8]=1)=O.[C:22]1([NH:28]N)[CH:27]=[CH:26][CH:25]=[CH:24][CH:23]=1, predict the reaction product. The product is: [CH3:20][C:17]1[CH:18]=[CH:19][C:14]([N:9]2[CH:10]=[CH:11][C:12](=[O:13])[C:7]([C:5]3[N:28]([C:22]4[CH:27]=[CH:26][CH:25]=[CH:24][CH:23]=4)[N:2]=[CH:3][CH:4]=3)=[N:8]2)=[CH:15][CH:16]=1. (2) Given the reactants [CH3:1][N:2]1[CH:6]=[C:5]([C:7]2[N:12]=[C:11]([C:13]3[CH:14]=[N:15][N:16]([CH:18]([CH2:23][C:24]([NH2:26])=O)[CH2:19][C:20]([NH2:22])=O)[CH:17]=3)[N:10]3[CH:27]=[CH:28][N:29]=[C:9]3[CH:8]=2)[CH:4]=[N:3]1.C(Cl)Cl.C(N(CC)CC)C.[Cl-], predict the reaction product. The product is: [CH3:1][N:2]1[CH:6]=[C:5]([C:7]2[N:12]=[C:11]([C:13]3[CH:14]=[N:15][N:16]([CH:18]([CH2:23][C:24]#[N:26])[CH2:19][C:20]#[N:22])[CH:17]=3)[N:10]3[CH:27]=[CH:28][N:29]=[C:9]3[CH:8]=2)[CH:4]=[N:3]1. (3) Given the reactants C1(C2C=CC=CC=2)C=CC=CC=1P(C(C)(C)C)C(C)(C)C.Br[C:23]1[CH:24]=[C:25]2[CH:31]=[CH:30][N:29]([CH2:32][O:33][CH2:34][CH2:35][Si:36]([CH3:39])([CH3:38])[CH3:37])[C:26]2=[N:27][CH:28]=1.C[C:41]([N:43](C)C)=O, predict the reaction product. The product is: [CH3:37][Si:36]([CH3:39])([CH3:38])[CH2:35][CH2:34][O:33][CH2:32][N:29]1[C:26]2=[N:27][CH:28]=[C:23]([C:41]#[N:43])[CH:24]=[C:25]2[CH:31]=[CH:30]1. (4) Given the reactants F[C:2]1[CH:9]=[CH:8][CH:7]=[CH:6][C:3]=1[CH:4]=[O:5].C(=O)([O-])[O-].[K+].[K+].[CH3:16][NH:17][CH3:18].C(O)C, predict the reaction product. The product is: [CH3:16][N:17]([CH3:18])[C:2]1[CH:9]=[CH:8][CH:7]=[CH:6][C:3]=1[CH:4]=[O:5]. (5) The product is: [Cl:1][C:2]1[C:10]2[O:9][N:8]=[C:7]([CH3:11])[C:6]=2[CH:5]=[C:4]([CH:12]=[O:13])[C:3]=1[N:14]1[CH2:15][C@H:16]([CH3:21])[O:17][C@H:18]([CH3:20])[CH2:19]1. Given the reactants [Cl:1][C:2]1[C:10]2[O:9][N:8]=[C:7]([CH3:11])[C:6]=2[CH:5]=[C:4]([CH2:12][OH:13])[C:3]=1[N:14]1[CH2:19][C@H:18]([CH3:20])[O:17][C@H:16]([CH3:21])[CH2:15]1.C[N+]1([O-])CCOCC1, predict the reaction product. (6) Given the reactants [N:1]1([CH2:7][CH2:8][O:9][C:10]2[CH:15]=[CH:14][C:13]([NH2:16])=[CH:12][CH:11]=2)[CH2:6][CH2:5][CH2:4][CH2:3][CH2:2]1.O[CH:18]=[C:19]1[C:27]2[C:22](=[CH:23][CH:24]=[CH:25][CH:26]=2)[NH:21][C:20]1=[O:28], predict the reaction product. The product is: [N:1]1([CH2:7][CH2:8][O:9][C:10]2[CH:11]=[CH:12][C:13]([NH:16][CH:18]=[C:19]3[C:27]4[C:22](=[CH:23][CH:24]=[CH:25][CH:26]=4)[NH:21][C:20]3=[O:28])=[CH:14][CH:15]=2)[CH2:2][CH2:3][CH2:4][CH2:5][CH2:6]1. (7) Given the reactants [CH2:1]([C:3]1[N:13]([CH2:14][C:15]2[CH:20]=[CH:19][C:18](/[CH:21]=[CH:22]/[CH2:23]O)=[CH:17][CH:16]=2)[C:6]2=[N:7][C:8]([CH3:12])=[CH:9][C:10]([CH3:11])=[C:5]2[N:4]=1)[CH3:2].[CH2:25]([N:28]1[CH2:33][CH2:32][NH:31][CH2:30][CH2:29]1)[CH2:26][CH3:27], predict the reaction product. The product is: [CH2:1]([C:3]1[N:13]([CH2:14][C:15]2[CH:20]=[CH:19][C:18](/[CH:21]=[CH:22]/[CH2:23][N:31]3[CH2:32][CH2:33][N:28]([CH2:25][CH2:26][CH3:27])[CH2:29][CH2:30]3)=[CH:17][CH:16]=2)[C:6]2=[N:7][C:8]([CH3:12])=[CH:9][C:10]([CH3:11])=[C:5]2[N:4]=1)[CH3:2]. (8) Given the reactants S(=O)(=O)(O)O.[F:6][C:7]([F:18])([F:17])[C:8]([OH:16])([C:12]([F:15])([F:14])[F:13])[C:9]([O-:11])=[O:10].[Na+], predict the reaction product. The product is: [F:6][C:7]([F:17])([F:18])[C:8]([OH:16])([C:12]([F:14])([F:13])[F:15])[C:9]([OH:11])=[O:10].